This data is from Full USPTO retrosynthesis dataset with 1.9M reactions from patents (1976-2016). The task is: Predict the reactants needed to synthesize the given product. Given the product [C:1]([O:5][C:6]([NH:8][C@@H:9]([CH3:31])[C:10]([NH:12][CH2:13][C:14]1[S:18][CH:17]=[C:16]([N:19]2[C:23]([C:24]([NH:33][CH2:34][C:35]3[CH:44]=[CH:43][CH:42]=[CH:41][C:36]=3[C:37]([O:39][CH3:40])=[O:38])=[O:25])=[CH:22][C:21]([C:27]([F:30])([F:28])[F:29])=[N:20]2)[CH:15]=1)=[O:11])=[O:7])([CH3:4])([CH3:3])[CH3:2], predict the reactants needed to synthesize it. The reactants are: [C:1]([O:5][C:6]([NH:8][C@@H:9]([CH3:31])[C:10]([NH:12][CH2:13][C:14]1[S:18][CH:17]=[C:16]([N:19]2[C:23]([C:24](O)=[O:25])=[CH:22][C:21]([C:27]([F:30])([F:29])[F:28])=[N:20]2)[CH:15]=1)=[O:11])=[O:7])([CH3:4])([CH3:3])[CH3:2].Cl.[NH2:33][CH2:34][C:35]1[CH:44]=[CH:43][CH:42]=[CH:41][C:36]=1[C:37]([O:39][CH3:40])=[O:38].F[P-](F)(F)(F)(F)F.N1(O[P+](N(C)C)(N(C)C)N(C)C)C2C=CC=CC=2N=N1.C(N(CC)CC)C.